This data is from TCR-epitope binding with 47,182 pairs between 192 epitopes and 23,139 TCRs. The task is: Binary Classification. Given a T-cell receptor sequence (or CDR3 region) and an epitope sequence, predict whether binding occurs between them. (1) The epitope is KLPDDFTGCV. The TCR CDR3 sequence is CASSLSGRQGLREQYF. Result: 1 (the TCR binds to the epitope). (2) The epitope is KLWAQCVQL. The TCR CDR3 sequence is CASRQTTRDPLSTDTQYF. Result: 0 (the TCR does not bind to the epitope). (3) The epitope is YLNTLTLAV. The TCR CDR3 sequence is CASSLYPGLGGYNEQFF. Result: 1 (the TCR binds to the epitope). (4) The epitope is FTISVTTEIL. The TCR CDR3 sequence is CASSLVSDTQYF. Result: 0 (the TCR does not bind to the epitope). (5) The epitope is NEGVKAAW. The TCR CDR3 sequence is CASIPTAMNTEAFF. Result: 1 (the TCR binds to the epitope). (6) The epitope is RLRPGGKKK. The TCR CDR3 sequence is CASSWGLAGSDTQYF. Result: 0 (the TCR does not bind to the epitope).